Predict the reaction yield, written as a fraction of the theoretical maximum amount of product (1.0 means a 100% yield; for example, 0.34 means a 34% yield). From a dataset of Reaction yield outcomes from USPTO patents with 853,638 reactions. (1) The reactants are [NH:1]1[C:9]2[C:4](=[CH:5][CH:6]=[CH:7][CH:8]=2)[CH2:3][C:2]1=[O:10].[Li+].C[Si]([N-][Si](C)(C)C)(C)C.C1COCC1.[CH3:26][O:27][CH:28]([O:40][CH3:41])[CH2:29][C:30]1[CH:31]=[C:32]2[C:36](=[CH:37][CH:38]=1)[C:35](=O)[O:34][CH2:33]2.S(=O)(=O)(O)O. The catalyst is C1COCC1.O. The product is [CH3:26][O:27][CH:28]([O:40][CH3:41])[CH2:29][C:30]1[CH:31]=[C:32]2[C:36](=[CH:37][CH:38]=1)[C:35](=[C:3]1[C:4]3[C:9](=[CH:8][CH:7]=[CH:6][CH:5]=3)[NH:1][C:2]1=[O:10])[O:34][CH2:33]2. The yield is 0.690. (2) The yield is 0.670. The product is [ClH:29].[C:25]1([CH3:28])[CH:24]=[CH:23][C:22]([O:21][C:18]2[CH:19]=[CH:20][C:15]([O:14][CH2:13][C@H:9]3[CH2:10][CH2:11][CH2:12][NH:8]3)=[CH:16][CH:17]=2)=[CH:27][CH:26]=1. The reactants are C(OC([N:8]1[CH2:12][CH2:11][CH2:10][C@@H:9]1[CH2:13][O:14][C:15]1[CH:20]=[CH:19][C:18]([O:21][C:22]2[CH:27]=[CH:26][C:25]([CH3:28])=[CH:24][CH:23]=2)=[CH:17][CH:16]=1)=O)(C)(C)C.[ClH:29]. The catalyst is O1CCOCC1. (3) The reactants are [C:1]([C:3]1[C:7]2[CH:8]=[C:9]([CH:17]3[CH2:19][CH2:18]3)[C:10]([NH:12][S:13]([CH3:16])(=[O:15])=[O:14])=[CH:11][C:6]=2[O:5][C:4]=1[C:20]1[CH:25]=[CH:24][C:23]([F:26])=[CH:22][CH:21]=1)#[N:2].C(=O)([O-])[O-].[K+].[K+].I[CH2:34][CH2:35][CH2:36][CH2:37][O:38][Si:39]([C:42]([CH3:45])([CH3:44])[CH3:43])([CH3:41])[CH3:40].CS(C)=O. The catalyst is C(#N)C. The product is [Si:39]([O:38][CH2:37][CH2:36][CH2:35][CH2:34][N:12]([C:10]1[C:9]([CH:17]2[CH2:18][CH2:19]2)=[CH:8][C:7]2[C:3]([C:1]#[N:2])=[C:4]([C:20]3[CH:21]=[CH:22][C:23]([F:26])=[CH:24][CH:25]=3)[O:5][C:6]=2[CH:11]=1)[S:13]([CH3:16])(=[O:15])=[O:14])([C:42]([CH3:43])([CH3:44])[CH3:45])([CH3:40])[CH3:41]. The yield is 0.690. (4) The reactants are [NH:1]1[CH2:9][CH2:8][CH2:7][CH:3]([C:4]([OH:6])=[O:5])[CH2:2]1.O.[C:11](=[O:14])([O-])[O-:12].[K+].[K+]. The catalyst is C1COCC1. The product is [C:3]([O:12][C:11]([N:1]1[CH2:9][CH2:8][CH2:7][CH:3]([C:4]([OH:6])=[O:5])[CH2:2]1)=[O:14])([CH3:7])([CH3:4])[CH3:2]. The yield is 0.860.